Dataset: Blood-brain barrier penetration binary classification data from Martins et al.. Task: Regression/Classification. Given a drug SMILES string, predict its absorption, distribution, metabolism, or excretion properties. Task type varies by dataset: regression for continuous measurements (e.g., permeability, clearance, half-life) or binary classification for categorical outcomes (e.g., BBB penetration, CYP inhibition). Dataset: bbb_martins. (1) The drug is COc1cc(NCc2ccc3nc(N)nc(N)c3c2C)cc(OC)c1OC. The result is 1 (penetrates BBB). (2) The compound is CSC(=O)C1(OC(C)=O)[C@@H](C)C[C@H]2[C@@H]3CCC4=CC(=O)C=C[C@]4(C)C3(F)[C@@H](O)C[C@@]21C. The result is 1 (penetrates BBB). (3) The compound is C#CCN(C)[C@H](C)Cc1ccccc1. The result is 1 (penetrates BBB). (4) The result is 1 (penetrates BBB). The molecule is COc1ccccc1N1CCN(CCCC(O)c2ccc(F)cc2)CC1. (5) The compound is CCCN(CCC)C1Cc2cccc3cc(O)cc(c23)C1. The result is 1 (penetrates BBB). (6) The drug is CC(C)CCOC(CN1CCCC1)c1ccccc1. The result is 1 (penetrates BBB). (7) The compound is O=C1CN2CCOC2(c2ccccc2F)c2cc(Cl)ccc2N1CCO. The result is 1 (penetrates BBB). (8) The drug is NCCc1cn2ccccc2n1. The result is 0 (does not penetrate BBB). (9) The drug is c1cc(CN2CCCCC2)cc(OCCCNc2nc3ccccc3o2)c1. The result is 1 (penetrates BBB).